This data is from NCI-60 drug combinations with 297,098 pairs across 59 cell lines. The task is: Regression. Given two drug SMILES strings and cell line genomic features, predict the synergy score measuring deviation from expected non-interaction effect. (1) Drug 1: CC1=C(N=C(N=C1N)C(CC(=O)N)NCC(C(=O)N)N)C(=O)NC(C(C2=CN=CN2)OC3C(C(C(C(O3)CO)O)O)OC4C(C(C(C(O4)CO)O)OC(=O)N)O)C(=O)NC(C)C(C(C)C(=O)NC(C(C)O)C(=O)NCCC5=NC(=CS5)C6=NC(=CS6)C(=O)NCCC[S+](C)C)O. Drug 2: CCC1(C2=C(COC1=O)C(=O)N3CC4=CC5=C(C=CC(=C5CN(C)C)O)N=C4C3=C2)O.Cl. Cell line: RPMI-8226. Synergy scores: CSS=40.1, Synergy_ZIP=2.26, Synergy_Bliss=3.75, Synergy_Loewe=-8.02, Synergy_HSA=3.61. (2) Cell line: ACHN. Drug 2: CS(=O)(=O)OCCCCOS(=O)(=O)C. Synergy scores: CSS=16.5, Synergy_ZIP=-5.09, Synergy_Bliss=-2.36, Synergy_Loewe=-0.535, Synergy_HSA=1.02. Drug 1: CC1=C2C(C(=O)C3(C(CC4C(C3C(C(C2(C)C)(CC1OC(=O)C(C(C5=CC=CC=C5)NC(=O)C6=CC=CC=C6)O)O)OC(=O)C7=CC=CC=C7)(CO4)OC(=O)C)O)C)OC(=O)C. (3) Drug 1: CC1C(C(CC(O1)OC2CC(CC3=C2C(=C4C(=C3O)C(=O)C5=C(C4=O)C(=CC=C5)OC)O)(C(=O)CO)O)N)O.Cl. Drug 2: C1=NNC2=C1C(=O)NC=N2. Cell line: NCI-H322M. Synergy scores: CSS=1.89, Synergy_ZIP=0.153, Synergy_Bliss=0.0483, Synergy_Loewe=1.24, Synergy_HSA=-0.306. (4) Drug 1: C1CCC(C1)C(CC#N)N2C=C(C=N2)C3=C4C=CNC4=NC=N3. Drug 2: C1=CN(C(=O)N=C1N)C2C(C(C(O2)CO)O)O.Cl. Cell line: K-562. Synergy scores: CSS=39.0, Synergy_ZIP=-2.05, Synergy_Bliss=-1.35, Synergy_Loewe=-17.9, Synergy_HSA=-0.772. (5) Drug 1: C1=CC(=C2C(=C1NCCNCCO)C(=O)C3=C(C=CC(=C3C2=O)O)O)NCCNCCO. Drug 2: CCC(=C(C1=CC=CC=C1)C2=CC=C(C=C2)OCCN(C)C)C3=CC=CC=C3.C(C(=O)O)C(CC(=O)O)(C(=O)O)O. Cell line: TK-10. Synergy scores: CSS=40.7, Synergy_ZIP=5.11, Synergy_Bliss=5.61, Synergy_Loewe=-1.96, Synergy_HSA=6.30.